Dataset: Full USPTO retrosynthesis dataset with 1.9M reactions from patents (1976-2016). Task: Predict the reactants needed to synthesize the given product. (1) Given the product [CH3:1][C:2]1[CH:15]=[C:14]([C:16]([C:18]([F:19])([F:21])[F:20])=[CH2:17])[CH:13]=[CH:12][C:3]=1[NH2:4], predict the reactants needed to synthesize it. The reactants are: [CH3:1][C:2]1[CH:15]=[C:14]([C:16]([C:18]([F:21])([F:20])[F:19])=[CH2:17])[CH:13]=[CH:12][C:3]=1[NH:4]C(=O)OC(C)(C)C.FC(F)(F)C(O)=O. (2) Given the product [F:21][C:5]1[C:6]([OH:13])=[CH:7][CH:8]=[C:9]2[C:4]=1[CH:3]=[CH:1][NH:10]2.[F:39][C:28]1[CH:27]=[C:26]2[C:25]([CH:24]=[CH:22][NH:40]2)=[CH:30][C:29]=1[OH:31], predict the reactants needed to synthesize it. The reactants are: [C:1]([CH2:3][C:4]1[C:5]([F:21])=[C:6]([O:13]CC2C=CC=CC=2)[CH:7]=[CH:8][C:9]=1[N+:10]([O-])=O)#N.[C:22]([CH2:24][C:25]1[C:26]([N+:40]([O-])=O)=[CH:27][C:28]([F:39])=[C:29]([O:31]CC2C=CC=CC=2)[CH:30]=1)#N.[H][H]. (3) Given the product [S-:3][C:2]#[N:1].[N:27]1([NH:26][C:24]([C:13]2[CH:12]([C:16]3[CH:21]=[CH:20][C:19]([Cl:22])=[CH:18][CH:17]=3)[CH2:11][N:15]([C:16]3[CH:21]=[CH:20][C:19]([Cl:22])=[CH:18][C:17]=3[Cl:23])[N:14]=2)=[O:25])[CH2:28][CH2:29][CH2:30][CH2:31][CH2:32]1, predict the reactants needed to synthesize it. The reactants are: [N:1]#[C:2][SH:3].ClC1C=CC([CH:11]2[N:15]([C:16]3[CH:21]=[CH:20][C:19]([Cl:22])=[CH:18][C:17]=3[Cl:23])[N:14]=[C:13]([C:24]([NH:26][N:27]3[CH2:32][CH2:31][CH2:30][CH2:29][CH2:28]3)=[O:25])[CH2:12]2)=CC=1. (4) Given the product [CH3:1][N:2]([S:15]([C:18]1[S:19][CH:20]=[CH:21][CH:22]=1)(=[O:17])=[O:16])[C:3]1[CH:4]=[CH:5][CH:6]=[C:7]2[C:11]=1[NH:10][C:9]([C:12]1[S:14][C:24]([CH2:25][CH2:26][C:27]([O:29][CH2:30][CH3:31])=[O:28])=[CH:32][N:13]=1)=[CH:8]2, predict the reactants needed to synthesize it. The reactants are: [CH3:1][N:2]([S:15]([C:18]1[S:19][CH:20]=[CH:21][CH:22]=1)(=[O:17])=[O:16])[C:3]1[CH:4]=[CH:5][CH:6]=[C:7]2[C:11]=1[NH:10][C:9]([C:12](=[S:14])[NH2:13])=[CH:8]2.Br[CH:24]([CH:32]=O)[CH2:25][CH2:26][C:27]([O:29][CH2:30][CH3:31])=[O:28].CN(C)C(=O)C.